This data is from Peptide-MHC class II binding affinity with 134,281 pairs from IEDB. The task is: Regression. Given a peptide amino acid sequence and an MHC pseudo amino acid sequence, predict their binding affinity value. This is MHC class II binding data. (1) The peptide sequence is GELDIVDKIDAAFKI. The MHC is DRB1_0401 with pseudo-sequence DRB1_0401. The binding affinity (normalized) is 0.570. (2) The peptide sequence is FYNLSKVTHIEIRNTR. The MHC is DRB1_0302 with pseudo-sequence DRB1_0302. The binding affinity (normalized) is 0.0161.